This data is from Full USPTO retrosynthesis dataset with 1.9M reactions from patents (1976-2016). The task is: Predict the reactants needed to synthesize the given product. (1) Given the product [CH2:1]([O:3][C:4](=[O:24])[C:5]1[CH:10]=[CH:9][CH:8]=[C:7]([S:11][C:12]2[C:20]3[C:15](=[C:16]([F:22])[C:17]([Cl:21])=[CH:18][CH:19]=3)[N:14]([C:31]3[CH:30]=[N:29][N:28]([CH:25]4[CH2:27][CH2:26]4)[CH:32]=3)[C:13]=2[CH3:23])[CH:6]=1)[CH3:2], predict the reactants needed to synthesize it. The reactants are: [CH2:1]([O:3][C:4](=[O:24])[C:5]1[CH:10]=[CH:9][CH:8]=[C:7]([S:11][C:12]2[C:20]3[C:15](=[C:16]([F:22])[C:17]([Cl:21])=[CH:18][CH:19]=3)[NH:14][C:13]=2[CH3:23])[CH:6]=1)[CH3:2].[CH:25]1([N:28]2[CH:32]=[C:31](I)[CH:30]=[N:29]2)[CH2:27][CH2:26]1. (2) The reactants are: [CH3:1][O:2][C:3](=[O:31])[C@H:4]([CH2:16][C:17]1[CH:22]=[CH:21][C:20]([C:23]2[CH:28]=[CH:27][CH:26]=[CH:25][C:24]=2[CH:29]=[O:30])=[CH:19][CH:18]=1)[NH:5][C:6](=[O:15])[C:7]1[C:12]([Cl:13])=[CH:11][CH:10]=[CH:9][C:8]=1[Cl:14].[O-:32][Mn](=O)(=O)=O.[K+]. Given the product [CH3:1][O:2][C:3](=[O:31])[C@H:4]([CH2:16][C:17]1[CH:22]=[CH:21][C:20]([C:23]2[CH:28]=[CH:27][CH:26]=[CH:25][C:24]=2[C:29]([OH:32])=[O:30])=[CH:19][CH:18]=1)[NH:5][C:6](=[O:15])[C:7]1[C:8]([Cl:14])=[CH:9][CH:10]=[CH:11][C:12]=1[Cl:13], predict the reactants needed to synthesize it. (3) The reactants are: C([N-]C(C)C)(C)C.[Li+].[C:9]([N:16]1[CH2:21][CH2:20][C:19]([CH3:27])([C:22]([O:24]CC)=O)[CH2:18][CH2:17]1)([O:11][C:12]([CH3:15])([CH3:14])[CH3:13])=[O:10].[Cl:28][CH2:29]I.C(O)(=O)C. Given the product [Cl:28][CH2:29][C:22]([C:19]1([CH3:27])[CH2:18][CH2:17][N:16]([C:9]([O:11][C:12]([CH3:13])([CH3:14])[CH3:15])=[O:10])[CH2:21][CH2:20]1)=[O:24], predict the reactants needed to synthesize it. (4) Given the product [F:26][C:27]1[CH:32]=[CH:31][C:30]([S:33]([NH:1][C:2]2[CH:11]=[CH:10][C:9]3[CH2:8][CH2:7][CH2:6][CH2:5][C:4]=3[C:3]=2[C:12]([OH:14])=[O:13])(=[O:35])=[O:34])=[CH:29][CH:28]=1, predict the reactants needed to synthesize it. The reactants are: [NH2:1][C:2]1[CH:11]=[CH:10][C:9]2[CH2:8][CH2:7][CH2:6][CH2:5][C:4]=2[C:3]=1[C:12]([OH:14])=[O:13].C[Si](Cl)(C)C.N1C=CC=CC=1.[F:26][C:27]1[CH:32]=[CH:31][C:30]([S:33](Cl)(=[O:35])=[O:34])=[CH:29][CH:28]=1. (5) Given the product [Br:11][C:12]1[CH:13]=[C:14]([CH:19]=[C:20]([Br:23])[C:21]=1[Br:22])[CH2:15][N:16]1[CH:2]=[C:1]([C:3]2[CH:4]=[N:5][CH:6]=[C:7]([CH:10]=2)[C:8]#[N:9])[N:18]=[N:17]1, predict the reactants needed to synthesize it. The reactants are: [C:1]([C:3]1[CH:4]=[N:5][CH:6]=[C:7]([CH:10]=1)[C:8]#[N:9])#[CH:2].[Br:11][C:12]1[CH:13]=[C:14]([CH:19]=[C:20]([Br:23])[C:21]=1[Br:22])[CH2:15][N:16]=[N+:17]=[N-:18].[Na].O=C1O[C@H]([C@H](CO)O)C(O)=C1O. (6) The reactants are: [O:1]=[C:2]1[C:8]2=[CH:9][C:10]3[CH:11]=[CH:12][C:13]([C:16]([O:18]CC)=[O:17])=[CH:14][C:15]=3[N:7]2[CH2:6][CH2:5][CH2:4][NH:3]1.[OH-].[Na+].Cl. Given the product [O:1]=[C:2]1[C:8]2=[CH:9][C:10]3[CH:11]=[CH:12][C:13]([C:16]([OH:18])=[O:17])=[CH:14][C:15]=3[N:7]2[CH2:6][CH2:5][CH2:4][NH:3]1, predict the reactants needed to synthesize it. (7) Given the product [NH2:12][C:3]1[C:2]([Cl:1])=[CH:7][C:6]([N+:8]([O-:10])=[O:9])=[C:5]([S:13][C:14]2[CH:24]=[CH:23][CH:22]=[CH:21][C:15]=2[C:16]([N:18]([CH3:20])[CH3:19])=[O:17])[CH:4]=1, predict the reactants needed to synthesize it. The reactants are: [Cl:1][C:2]1[CH:7]=[C:6]([N+:8]([O-:10])=[O:9])[C:5](Cl)=[CH:4][C:3]=1[NH2:12].[SH:13][C:14]1[CH:24]=[CH:23][CH:22]=[CH:21][C:15]=1[C:16]([N:18]([CH3:20])[CH3:19])=[O:17].C(=O)([O-])[O-].[K+].[K+]. (8) Given the product [NH2:25][C:26]1[N:31]=[CH:30][C:29](/[CH:32]=[CH:33]/[C:34]([N:14]([CH3:13])[CH2:15][C:16]2[S:24][C:23]3[CH:22]=[CH:21][N:20]=[CH:19][C:18]=3[CH:17]=2)=[O:36])=[CH:28][CH:27]=1, predict the reactants needed to synthesize it. The reactants are: CCN=C=NCCCN(C)C.Cl.[CH3:13][NH:14][CH2:15][C:16]1[S:24][C:23]2[CH:22]=[CH:21][N:20]=[CH:19][C:18]=2[CH:17]=1.[NH2:25][C:26]1[N:31]=[CH:30][C:29]([CH:32]=[CH:33][C:34]([OH:36])=O)=[CH:28][CH:27]=1.C1C=CC2N(O)N=NC=2C=1.C(N(CC)CC)C. (9) Given the product [O:14]1[C:13]2[CH:17]=[CH:18][C:10]([CH2:9][N:3]3[C:4](=[O:6])[CH2:5][S:1][C:2]3=[O:7])=[CH:11][C:12]=2[O:16][CH2:15]1, predict the reactants needed to synthesize it. The reactants are: [S:1]1[CH2:5][C:4](=[O:6])[NH:3][C:2]1=[O:7].Cl[CH2:9][C:10]1[CH:18]=[CH:17][C:13]2[O:14][CH2:15][O:16][C:12]=2[CH:11]=1.[F-].[K+]. (10) Given the product [NH2:8][C@H:9]([C:63]1[CH:64]=[CH:65][CH:66]=[CH:67][CH:68]=1)[C:10]([N:12]1[CH2:16][C@@H:15]([CH2:17][O:18][CH3:19])[CH2:14][C@H:13]1[C:20]1[NH:24][C:23]2[C:25]3[C:30]([CH:31]=[CH:32][C:22]=2[N:21]=1)=[CH:29][C:28]([C:33]1[CH:34]=[C:35]2[C:60](=[CH:61][CH:62]=1)[C:39]1[NH:40][C:41]([C@@H:43]4[CH2:47][C@H:46]([CH3:48])[CH2:45][N:44]4[C:49](=[O:59])[C@@H:50]([NH:54][C:55](=[O:58])[O:56][CH3:57])[CH:51]([CH3:53])[CH3:52])=[N:42][C:38]=1[CH:37]=[CH:36]2)=[CH:27][CH:26]=3)=[O:11], predict the reactants needed to synthesize it. The reactants are: C(OC([NH:8][C@H:9]([C:63]1[CH:68]=[CH:67][CH:66]=[CH:65][CH:64]=1)[C:10]([N:12]1[CH2:16][C@@H:15]([CH2:17][O:18][CH3:19])[CH2:14][C@H:13]1[C:20]1[NH:24][C:23]2[C:25]3[C:30]([CH:31]=[CH:32][C:22]=2[N:21]=1)=[CH:29][C:28]([C:33]1[CH:34]=[C:35]2[C:60](=[CH:61][CH:62]=1)[C:39]1[NH:40][C:41]([C@@H:43]4[CH2:47][C@H:46]([CH3:48])[CH2:45][N:44]4[C:49](=[O:59])[C@@H:50]([NH:54][C:55](=[O:58])[O:56][CH3:57])[CH:51]([CH3:53])[CH3:52])=[N:42][C:38]=1[CH:37]=[CH:36]2)=[CH:27][CH:26]=3)=[O:11])=O)(C)(C)C.CN(C(ON1N=NC2C=CC=NC1=2)=[N+](C)C)C.F[P-](F)(F)(F)(F)F.